Dataset: Full USPTO retrosynthesis dataset with 1.9M reactions from patents (1976-2016). Task: Predict the reactants needed to synthesize the given product. (1) Given the product [NH2:1][C:2]1[C:6]2([CH2:11][CH2:10][CH2:9][N:8]([CH2:31][C:30]([NH:29][CH2:22][C:23]3[CH:28]=[CH:27][CH:26]=[CH:25][CH:24]=3)=[O:33])[CH2:7]2)[O:5][C:4](=[O:12])[C:3]=1[C:13]1[CH:18]=[C:17]([Cl:19])[C:16]([Br:20])=[CH:15][C:14]=1[CH3:21], predict the reactants needed to synthesize it. The reactants are: [NH2:1][C:2]1[C:6]2([CH2:11][CH2:10][CH2:9][NH:8][CH2:7]2)[O:5][C:4](=[O:12])[C:3]=1[C:13]1[CH:18]=[C:17]([Cl:19])[C:16]([Br:20])=[CH:15][C:14]=1[CH3:21].[CH2:22]([NH:29][C:30](=[O:33])[CH2:31]Br)[C:23]1[CH:28]=[CH:27][CH:26]=[CH:25][CH:24]=1.C(=O)([O-])[O-].[K+].[K+].Cl. (2) Given the product [Cl:1][C:2]1[CH:7]=[CH:6][C:5]([S:8]([N:11]([CH2:23][C:24]2[CH:29]=[CH:28][C:27]([C:30]3[N:34]=[CH:33][O:32][N:31]=3)=[CH:26][C:25]=2[F:35])[C@H:12]([CH2:16][CH2:17][C:18]([F:21])([F:19])[F:20])[C:13]([NH2:15])=[O:14])(=[O:10])=[O:9])=[CH:4][CH:3]=1, predict the reactants needed to synthesize it. The reactants are: [Cl:1][C:2]1[CH:7]=[CH:6][C:5]([S:8]([NH:11][C@H:12]([CH2:16][CH2:17][C:18]([F:21])([F:20])[F:19])[C:13]([NH2:15])=[O:14])(=[O:10])=[O:9])=[CH:4][CH:3]=1.Br[CH2:23][C:24]1[CH:29]=[CH:28][C:27]([C:30]2[N:34]=[CH:33][O:32][N:31]=2)=[CH:26][C:25]=1[F:35].C(=O)([O-])[O-].[Cs+].[Cs+].NO.ClC1C=CC(S(N([C@H](CCC(F)(F)F)C(N)=O)CC2C=CC(C#N)=CC=2F)(=O)=O)=CC=1. (3) The reactants are: [CH2:1]([Zn]CC)C.COCCOC.ICI.[OH:15][CH2:16]/[CH:17]=[C:18](\[C:20]1[CH:21]=[C:22]([CH2:31][CH2:32][C:33](=[O:38])[CH2:34][CH2:35][CH2:36][CH3:37])[C:23]2[O:27][CH2:26][C:25]([CH3:29])([CH3:28])[C:24]=2[CH:30]=1)/[CH3:19]. Given the product [OH:15][CH2:16][C@H:17]1[CH2:19][C@@:18]1([C:20]1[CH:21]=[C:22]([CH2:31][CH2:32][C:33](=[O:38])[CH2:34][CH2:35][CH2:36][CH3:37])[C:23]2[O:27][CH2:26][C:25]([CH3:29])([CH3:28])[C:24]=2[CH:30]=1)[CH3:1], predict the reactants needed to synthesize it. (4) Given the product [Cl:12]/[C:2](=[N:8]\[OH:10])/[C:3]([O:5][CH2:6][CH3:7])=[O:4], predict the reactants needed to synthesize it. The reactants are: N[CH2:2][C:3]([O:5][CH2:6][CH3:7])=[O:4].[N:8]([O-:10])=O.[Na+].[ClH:12]. (5) Given the product [Si:5]([O:9][CH2:10][CH2:11][CH2:12][CH2:13][C:14]([O:16][CH3:17])=[O:15])([C:1]([CH3:4])([CH3:3])[CH3:2])([CH3:7])[CH3:6], predict the reactants needed to synthesize it. The reactants are: [C:1]([Si:5](Cl)([CH3:7])[CH3:6])([CH3:4])([CH3:3])[CH3:2].[OH:9][CH2:10][CH2:11][CH2:12][CH2:13][C:14]([O:16][CH3:17])=[O:15].N1C=CN=C1.